Dataset: Full USPTO retrosynthesis dataset with 1.9M reactions from patents (1976-2016). Task: Predict the reactants needed to synthesize the given product. (1) Given the product [Br:12][C:7]1[CH:8]=[CH:9][CH:10]=[CH:11][C:6]=1[O:5][CH2:4][C@@H:3]([CH3:13])[CH2:2][N:28]1[CH2:29][CH2:30][CH:25]([C:21]2[CH:20]=[C:19]([NH:18][C:16](=[O:17])[CH:15]([CH3:14])[CH3:31])[CH:24]=[CH:23][CH:22]=2)[CH2:26][CH2:27]1, predict the reactants needed to synthesize it. The reactants are: Cl[CH2:2][C@H:3]([CH3:13])[CH2:4][O:5][C:6]1[CH:11]=[CH:10][CH:9]=[CH:8][C:7]=1[Br:12].[CH3:14][CH:15]([CH3:31])[C:16]([NH:18][C:19]1[CH:24]=[CH:23][CH:22]=[C:21]([CH:25]2[CH2:30][CH2:29][NH:28][CH2:27][CH2:26]2)[CH:20]=1)=[O:17]. (2) Given the product [CH2:27]([O:26][C:16]1[CH:17]=[CH:18][C:19]([O:21][C:22]([F:24])([F:25])[F:23])=[CH:20][C:15]=1[CH2:14][N:10]1[C:11]2[C:7](=[CH:6][C:5]([C:3]([OH:4])=[O:2])=[CH:13][CH:12]=2)[CH:8]=[N:9]1)[CH:28]([CH3:30])[CH3:29], predict the reactants needed to synthesize it. The reactants are: C[O:2][C:3]([C:5]1[CH:6]=[C:7]2[C:11](=[CH:12][CH:13]=1)[N:10]([CH2:14][C:15]1[CH:20]=[C:19]([O:21][C:22]([F:25])([F:24])[F:23])[CH:18]=[CH:17][C:16]=1[O:26][CH2:27][CH:28]([CH3:30])[CH3:29])[N:9]=[CH:8]2)=[O:4].[OH-].[Na+]. (3) Given the product [N:12]1([C:7]([C:5]2[CH:4]=[N:3][N:2]([CH3:1])[CH:6]=2)=[O:9])[CH2:13][CH2:16][CH2:15]1, predict the reactants needed to synthesize it. The reactants are: [CH3:1][N:2]1[CH:6]=[C:5]([C:7]([OH:9])=O)[CH:4]=[N:3]1.CC[N:12]([CH2:15][CH3:16])[CH2:13]C.N1CCC1. (4) Given the product [F:1][C:2]1[CH:3]=[CH:4][C:5]2[N:6]([C:10]([C@@H:12]3[CH2:16][C:15]([CH3:18])([CH3:17])[CH2:14][N:13]3[CH3:19])=[N:9][N:8]=2)[CH:7]=1, predict the reactants needed to synthesize it. The reactants are: [F:1][C:2]1[CH:3]=[CH:4][C:5]([NH:8][NH:9][C:10]([C@@H:12]2[CH2:16][C:15]([CH3:18])([CH3:17])[CH2:14][N:13]2[CH3:19])=O)=[N:6][CH:7]=1.C1C=CC(P(C2C=CC=CC=2)C2C=CC=CC=2)=CC=1.CCN(CC)CC.ClC(Cl)(Cl)C(Cl)(Cl)Cl.N. (5) Given the product [CH3:1][C@@H:2]1[CH2:24][C:23]2[C:25](=[O:26])[C:18](=[CH:19][C:20]([C:22]=2[NH2:41])=[O:21])[NH:17][C:15](=[O:16])[C:14]([CH3:29])=[CH:13][CH:12]=[CH:11][C@@H:10]([O:30][CH3:31])[C@@H:9]([O:32][C:33]([NH2:35])=[O:34])[C:8]([CH3:36])=[CH:7][C@H:6]([CH3:37])[C@@H:5]([OH:38])[C@H:4]([O:39][CH3:40])[CH2:3]1, predict the reactants needed to synthesize it. The reactants are: [CH3:1][C@@H:2]1[CH2:24][C:23]2[C:25](=[O:26])[C:18](=[CH:19][C:20]([C:22]=2OC)=[O:21])[NH:17][C:15](=[O:16])[C:14]([CH3:29])=[CH:13][CH:12]=[CH:11][C@H:10]([O:30][CH3:31])[C@@H:9]([O:32][C:33]([NH2:35])=[O:34])[C:8]([CH3:36])=[CH:7][C@H:6]([CH3:37])[C@@H:5]([OH:38])[C@@H:4]([O:39][CH3:40])[CH2:3]1.[NH3:41]. (6) Given the product [O:8]1[C:12]2[CH:13]=[CH:14][CH:15]=[CH:16][C:11]=2[C:10]([NH:17][C:18]([N:20]2[CH2:25][CH2:24][N:23]([C:40]([C:35]3[CH:36]=[CH:37][CH:38]=[CH:39][N:34]=3)=[O:41])[CH2:22][CH2:21]2)=[O:19])=[N:9]1, predict the reactants needed to synthesize it. The reactants are: FC(F)(F)C(O)=O.[O:8]1[C:12]2[CH:13]=[CH:14][CH:15]=[CH:16][C:11]=2[C:10]([NH:17][C:18]([N:20]2[CH2:25][CH2:24][NH:23][CH2:22][CH2:21]2)=[O:19])=[N:9]1.C(N(CC)CC)C.Cl.[N:34]1[CH:39]=[CH:38][CH:37]=[CH:36][C:35]=1[C:40](Cl)=[O:41].O. (7) Given the product [F:48][C:49]1[CH:50]=[C:51]([NH:52][C:14]([C:10]23[CH2:11][CH:12]2[CH2:13][N:8]([C:5]2[CH:4]=[CH:3][C:2]([F:1])=[CH:7][CH:6]=2)[C:9]3=[O:17])=[O:16])[CH:53]=[CH:54][C:55]=1[O:56][C:57]1[C:66]2[C:61](=[CH:62][C:63]([O:69][CH2:70][CH2:71][CH2:72][N:73]3[CH2:78][CH2:77][O:76][CH2:75][CH2:74]3)=[C:64]([O:67][CH3:68])[CH:65]=2)[N:60]=[CH:59][CH:58]=1, predict the reactants needed to synthesize it. The reactants are: [F:1][C:2]1[CH:7]=[CH:6][C:5]([N:8]2[CH2:13][CH:12]3[C:10]([C:14]([OH:16])=O)([CH2:11]3)[C:9]2=[O:17])=[CH:4][CH:3]=1.CCN(C(C)C)C(C)C.CCN=C=NCCCN(C)C.C1C=CC2N(O)N=NC=2C=1.[F:48][C:49]1[CH:50]=[C:51]([CH:53]=[CH:54][C:55]=1[O:56][C:57]1[C:66]2[C:61](=[CH:62][C:63]([O:69][CH2:70][CH2:71][CH2:72][N:73]3[CH2:78][CH2:77][O:76][CH2:75][CH2:74]3)=[C:64]([O:67][CH3:68])[CH:65]=2)[N:60]=[CH:59][CH:58]=1)[NH2:52].C([O-])([O-])=O.[Na+].[Na+].